From a dataset of Full USPTO retrosynthesis dataset with 1.9M reactions from patents (1976-2016). Predict the reactants needed to synthesize the given product. (1) The reactants are: C([O:5][N:6]=[C:7]1[C:16]2[C:11](=[CH:12][C:13]([Br:18])=[C:14]([CH3:17])[CH:15]=2)[O:10][C:9]([C:19]2[N:20]=[CH:21][C:22]3[C:27]([CH:28]=2)=[CH:26][CH:25]=[CH:24][CH:23]=3)=[CH:8]1)(C)(C)C. Given the product [Br:18][C:13]1[CH:12]=[C:11]2[C:16]([C:7](=[N:6][OH:5])[CH:8]=[C:9]([C:19]3[N:20]=[CH:21][C:22]4[C:27]([CH:28]=3)=[CH:26][CH:25]=[CH:24][CH:23]=4)[O:10]2)=[CH:15][C:14]=1[CH3:17], predict the reactants needed to synthesize it. (2) Given the product [CH3:1][NH:2][C:3]([C:5]1[C:13]2[C:8](=[N:9][C:10]([N:15]([CH2:20][CH2:21][CH2:22][CH2:23][NH2:24])[S:16]([CH3:19])(=[O:18])=[O:17])=[C:11]([I:14])[CH:12]=2)[O:7][C:6]=1[C:25]1[CH:26]=[CH:27][C:28]([F:31])=[CH:29][CH:30]=1)=[O:4], predict the reactants needed to synthesize it. The reactants are: [CH3:1][NH:2][C:3]([C:5]1[C:13]2[C:8](=[N:9][C:10]([N:15]([CH2:20][CH2:21][CH2:22][C:23]#[N:24])[S:16]([CH3:19])(=[O:18])=[O:17])=[C:11]([I:14])[CH:12]=2)[O:7][C:6]=1[C:25]1[CH:30]=[CH:29][C:28]([F:31])=[CH:27][CH:26]=1)=[O:4].B. (3) Given the product [NH2:23][C:21]1[CH:20]=[CH:19][N:18]=[C:6]([N:8]2[CH2:13][CH2:12][C@H:11]([OH:14])[C@H:10]([F:15])[CH2:9]2)[N:22]=1, predict the reactants needed to synthesize it. The reactants are: C(O[C:6]([N:8]1[CH2:13][CH2:12][C@H:11]([OH:14])[C@H:10]([F:15])[CH2:9]1)=O)(C)(C)C.ClC1[N:22]=[C:21]([NH2:23])[CH:20]=[CH:19][N:18]=1.C(N(CC)CC)C. (4) Given the product [CH3:20][O:13][C:12](=[O:14])[CH2:11][C:8]1[CH:7]=[CH:6][C:5]([S:2]([CH3:1])(=[O:3])=[O:4])=[CH:10][CH:9]=1, predict the reactants needed to synthesize it. The reactants are: [CH3:1][S:2]([C:5]1[CH:10]=[CH:9][C:8]([CH2:11][C:12]([OH:14])=[O:13])=[CH:7][CH:6]=1)(=[O:4])=[O:3].S(=O)(=O)(O)O.[CH3:20]O. (5) Given the product [CH:1]1([C:7](=[O:41])[CH2:8][CH:9]2[C:10]3[C:15](=[CH:14][CH:13]=[CH:12][C:11]=3[F:40])[C:16]3=[CH:20][N:19]=[CH:18][N:17]23)[CH2:2][CH2:3][CH2:4][CH2:5][CH2:6]1, predict the reactants needed to synthesize it. The reactants are: [CH:1]1([C:7](=[O:41])[CH:8]=[CH:9][C:10]2[C:15]([C:16]3[N:17]=[CH:18][N:19](C(C4C=CC=CC=4)(C4C=CC=CC=4)C4C=CC=CC=4)[CH:20]=3)=[CH:14][CH:13]=[CH:12][C:11]=2[F:40])[CH2:6][CH2:5][CH2:4][CH2:3][CH2:2]1.C(O)(=O)C.